The task is: Regression. Given two drug SMILES strings and cell line genomic features, predict the synergy score measuring deviation from expected non-interaction effect.. This data is from NCI-60 drug combinations with 297,098 pairs across 59 cell lines. (1) Drug 1: CCC(=C(C1=CC=CC=C1)C2=CC=C(C=C2)OCCN(C)C)C3=CC=CC=C3.C(C(=O)O)C(CC(=O)O)(C(=O)O)O. Drug 2: CC1=C(C=C(C=C1)C(=O)NC2=CC(=CC(=C2)C(F)(F)F)N3C=C(N=C3)C)NC4=NC=CC(=N4)C5=CN=CC=C5. Cell line: KM12. Synergy scores: CSS=-6.95, Synergy_ZIP=2.41, Synergy_Bliss=-2.48, Synergy_Loewe=-6.48, Synergy_HSA=-6.49. (2) Drug 1: C1CCC(C1)C(CC#N)N2C=C(C=N2)C3=C4C=CNC4=NC=N3. Drug 2: C1=C(C(=O)NC(=O)N1)N(CCCl)CCCl. Cell line: DU-145. Synergy scores: CSS=32.9, Synergy_ZIP=5.05, Synergy_Bliss=7.82, Synergy_Loewe=1.06, Synergy_HSA=7.53. (3) Drug 1: C1C(C(OC1N2C=NC3=C(N=C(N=C32)Cl)N)CO)O. Drug 2: C1=NC2=C(N=C(N=C2N1C3C(C(C(O3)CO)O)O)F)N. Cell line: BT-549. Synergy scores: CSS=33.8, Synergy_ZIP=-2.50, Synergy_Bliss=-3.43, Synergy_Loewe=-6.41, Synergy_HSA=-0.0868. (4) Drug 1: C1=CC=C(C(=C1)C(C2=CC=C(C=C2)Cl)C(Cl)Cl)Cl. Drug 2: C(CC(=O)O)C(=O)CN.Cl. Cell line: SNB-75. Synergy scores: CSS=1.69, Synergy_ZIP=-1.15, Synergy_Bliss=-1.26, Synergy_Loewe=-1.33, Synergy_HSA=-1.16.